Dataset: Catalyst prediction with 721,799 reactions and 888 catalyst types from USPTO. Task: Predict which catalyst facilitates the given reaction. (1) Reactant: [C:1]([C:3]1[CH:7]=[CH:6][N:5]([CH2:8][CH2:9][CH2:10][O:11][C:12]2[CH:46]=[CH:45][C:15]([CH2:16][CH2:17][C:18]3[CH:23]=[CH:22][C:21]([F:24])=[CH:20][C:19]=3[C:25]3[N:30]=[C:29]([N:31]4[C:35]([C:36]([F:39])([F:38])[F:37])=[C:34]([C:40]([O:42]CC)=[O:41])[CH:33]=[N:32]4)[CH:28]=[CH:27][CH:26]=3)=[C:14]([CH3:47])[CH:13]=2)[N:4]=1)#[N:2].[OH-].[Na+]. Product: [C:1]([C:3]1[CH:7]=[CH:6][N:5]([CH2:8][CH2:9][CH2:10][O:11][C:12]2[CH:46]=[CH:45][C:15]([CH2:16][CH2:17][C:18]3[CH:23]=[CH:22][C:21]([F:24])=[CH:20][C:19]=3[C:25]3[N:30]=[C:29]([N:31]4[C:35]([C:36]([F:38])([F:39])[F:37])=[C:34]([C:40]([OH:42])=[O:41])[CH:33]=[N:32]4)[CH:28]=[CH:27][CH:26]=3)=[C:14]([CH3:47])[CH:13]=2)[N:4]=1)#[N:2]. The catalyst class is: 40. (2) Reactant: Cl.[CH3:2][C:3]1[N:4]=[CH:5][N:6]([C:8]2[C:13](=[O:14])[NH:12][C:11]([C:15]([OH:17])=O)=[CH:10][CH:9]=2)[CH:7]=1.CN(C(ON1N=NC2C=CC=NC1=2)=[N+](C)C)C.F[P-](F)(F)(F)(F)F.C(N(CC)C(C)C)(C)C.[F:51][S:52]([F:70])([F:69])([F:68])([F:67])[C:53]1[CH:54]=[C:55]2[C:59](=[CH:60][CH:61]=1)[NH:58][CH:57]=[C:56]2[CH2:62][NH:63][CH2:64][CH2:65]O.C([O-])(O)=O.[Na+]. Product: [CH3:2][C:3]1[N:4]=[CH:5][N:6]([C:8]2[C:13](=[O:14])[N:12]3[CH2:65][CH2:64][N:63]([CH2:62][C:56]4[C:55]5[C:59](=[CH:60][CH:61]=[C:53]([S:52]([F:70])([F:51])([F:67])([F:68])[F:69])[CH:54]=5)[NH:58][CH:57]=4)[C:15](=[O:17])[C:11]3=[CH:10][CH:9]=2)[CH:7]=1. The catalyst class is: 4. (3) Reactant: [C:1]([O:8][CH2:9][CH3:10])(=[O:7])/[CH:2]=[CH:3]/[C:4]([O-:6])=O.C(Cl)(Cl)Cl.[CH2:15]([C@@H:22]1[CH2:26][O:25][C:24](=[O:27])[NH:23]1)[C:16]1[CH:21]=[CH:20][CH:19]=[CH:18][CH:17]=1.[I-].ClC1C=CC=C[N+]=1C. Product: [CH2:15]([C@@H:22]1[CH2:26][O:25][C:24](=[O:27])[N:23]1[C:4](=[O:6])/[CH:3]=[CH:2]/[C:1]([O:8][CH2:9][CH3:10])=[O:7])[C:16]1[CH:17]=[CH:18][CH:19]=[CH:20][CH:21]=1. The catalyst class is: 66. (4) Reactant: [Br:1][C:2]1[S:12][C:5]2[N:6]=[C:7]([CH3:11])[CH:8]=[C:9]([NH2:10])[C:4]=2[C:3]=1[C:13]1[CH:18]=[CH:17][CH:16]=[C:15]([O:19][CH3:20])[CH:14]=1.CC(C)([O-])C.[Na+].[Cl:27][C:28]1[CH:29]=[C:30]([S:34](Cl)(=[O:36])=[O:35])[CH:31]=[CH:32][CH:33]=1.[Cl-].[NH4+]. Product: [Br:1][C:2]1[S:12][C:5]2=[N:6][C:7]([CH3:11])=[CH:8][C:9]([NH:10][S:34]([C:30]3[CH:31]=[CH:32][CH:33]=[C:28]([Cl:27])[CH:29]=3)(=[O:36])=[O:35])=[C:4]2[C:3]=1[C:13]1[CH:18]=[CH:17][CH:16]=[C:15]([O:19][CH3:20])[CH:14]=1. The catalyst class is: 1.